Dataset: Full USPTO retrosynthesis dataset with 1.9M reactions from patents (1976-2016). Task: Predict the reactants needed to synthesize the given product. (1) Given the product [Si:20]([O:10][CH2:9][C:4]1[CH:3]=[C:2]([CH:7]=[C:6]([CH3:8])[CH:5]=1)[NH2:1])([C:17]([CH3:19])([CH3:18])[CH3:16])([CH3:22])[CH3:21], predict the reactants needed to synthesize it. The reactants are: [NH2:1][C:2]1[CH:3]=[C:4]([CH2:9][OH:10])[CH:5]=[C:6]([CH3:8])[CH:7]=1.N1C=CN=C1.[CH3:16][C:17]([Si:20](Cl)([CH3:22])[CH3:21])([CH3:19])[CH3:18]. (2) Given the product [Cl:16][C:14]1[CH:13]=[CH:12][C:10]2[NH:11][C:7]([C@@H:6]([NH:17][C:18](=[O:33])[C:19]3[CH:24]=[CH:23][C:22]([C:25]([N:27]4[CH2:28][CH2:29][CH2:30][CH2:31]4)=[O:26])=[C:21]([CH3:32])[CH:20]=3)[CH2:5][CH2:4][CH2:3][CH2:2][NH:1][C:43]([C:44]3[CH:45]=[N:46][CH:47]=[CH:48][CH:49]=3)=[O:50])=[N:8][C:9]=2[CH:15]=1, predict the reactants needed to synthesize it. The reactants are: [NH2:1][CH2:2][CH2:3][CH2:4][CH2:5][C@H:6]([NH:17][C:18](=[O:33])[C:19]1[CH:24]=[CH:23][C:22]([C:25]([N:27]2[CH2:31][CH2:30][CH2:29][CH2:28]2)=[O:26])=[C:21]([CH3:32])[CH:20]=1)[C:7]1[NH:11][C:10]2[CH:12]=[CH:13][C:14]([Cl:16])=[CH:15][C:9]=2[N:8]=1.C(N(C(C)C)CC)(C)C.[C:43](O)(=[O:50])[C:44]1[CH:49]=[CH:48][CH:47]=[N:46][CH:45]=1. (3) Given the product [CH:40]1([C:36]2[N:35]=[C:34]([C:9]3[C:17]4[C:12](=[CH:13][CH:14]=[C:15]([C:18]([O:20][CH3:21])=[O:19])[CH:16]=4)[N:11]([S:22]([C:25]4[CH:26]=[CH:27][C:28]([CH3:29])=[CH:30][CH:31]=4)(=[O:24])=[O:23])[CH:10]=3)[CH:39]=[N:38][CH:37]=2)[CH2:42][CH2:41]1, predict the reactants needed to synthesize it. The reactants are: CC1(C)C(C)(C)OB([C:9]2[C:17]3[C:12](=[CH:13][CH:14]=[C:15]([C:18]([O:20][CH3:21])=[O:19])[CH:16]=3)[N:11]([S:22]([C:25]3[CH:31]=[CH:30][C:28]([CH3:29])=[CH:27][CH:26]=3)(=[O:24])=[O:23])[CH:10]=2)O1.Br[C:34]1[CH:39]=[N:38][CH:37]=[C:36]([CH:40]2[CH2:42][CH2:41]2)[N:35]=1.P([O-])([O-])([O-])=O.[K+].[K+].[K+]. (4) Given the product [NH2:32][CH2:31][C:30]1[CH:40]=[CH:41][C:27]([C:25]([NH:24][CH2:23][C:22]2[CH:21]=[CH:20][C:19]([O:18][CH2:17][CH2:16][C:15]([N:11]3[CH2:12][C@H:13]([OH:14])[C@@H:9]([OH:8])[CH2:10]3)=[O:44])=[CH:43][CH:42]=2)=[O:26])=[CH:28][CH:29]=1, predict the reactants needed to synthesize it. The reactants are: [Si]([O:8][C@@H:9]1[C@@H:13]([OH:14])[CH2:12][N:11]([C:15](=[O:44])[CH2:16][CH2:17][O:18][C:19]2[CH:43]=[CH:42][C:22]([CH2:23][NH:24][C:25]([C:27]3[CH:41]=[CH:40][C:30]([CH2:31][NH:32]C(=O)OC(C)(C)C)=[CH:29][CH:28]=3)=[O:26])=[CH:21][CH:20]=2)[CH2:10]1)(C(C)(C)C)(C)C.Cl. (5) The reactants are: [Cl:1][C:2]1[C:11]2[C:6](=[CH:7][C:8]([O:13][CH3:14])=[C:9]([OH:12])[CH:10]=2)[N:5]=[CH:4][N:3]=1.[C:32]1(P([C:28]2[CH:33]=[CH:32][CH:31]=[CH:30]C=2)[C:32]2[CH:33]=[CH:28]C=[CH:30][CH:31]=2)[CH:33]=[CH:28]C=[CH:30][CH:31]=1.[N:35]([C:36]([O:38][C:39]([CH3:42])([CH3:41])[CH3:40])=[O:37])=[N:35][C:36]([O:38][C:39]([CH3:42])([CH3:41])[CH3:40])=[O:37]. Given the product [Cl:1][C:2]1[C:11]2[C:6](=[CH:7][C:8]([O:13][CH3:14])=[C:9]([O:12][CH2:28][C@@H:33]3[CH2:32][CH2:31][CH2:30][N:35]3[C:36]([O:38][C:39]([CH3:42])([CH3:41])[CH3:40])=[O:37])[CH:10]=2)[N:5]=[CH:4][N:3]=1, predict the reactants needed to synthesize it. (6) Given the product [Br:6][C:7]1[CH:14]=[CH:13][C:10]([CH2:11][O:12][C:18]2[CH:23]=[CH:22][C:21]([CH3:24])=[CH:20][N:19]=2)=[CH:9][CH:8]=1, predict the reactants needed to synthesize it. The reactants are: CN(C)C=O.[Br:6][C:7]1[CH:14]=[CH:13][C:10]([CH2:11][OH:12])=[CH:9][CH:8]=1.[H-].[Na+].F[C:18]1[CH:23]=[CH:22][C:21]([CH3:24])=[CH:20][N:19]=1. (7) Given the product [Cl:15][C:10]1[CH:11]=[CH:12][CH:13]=[CH:14][C:9]=1[N:8]1[C:7]([C:16]2[CH:21]=[CH:20][C:19]([S:22]([CH3:25])(=[O:24])=[O:23])=[CH:18][N:17]=2)=[N:6][N:5]=[C:4]1[C:3]#[C:2][C:27]1[O:31][C:30]([C:32]2[CH:33]=[CH:34][C:35]([C:36]#[N:37])=[CH:38][CH:39]=2)=[N:29][N:28]=1, predict the reactants needed to synthesize it. The reactants are: Br[CH:2]([C:27]1[O:31][C:30]([C:32]2[CH:39]=[CH:38][C:35]([C:36]#[N:37])=[CH:34][CH:33]=2)=[N:29][N:28]=1)[CH:3](Br)[C:4]1[N:8]([C:9]2[CH:14]=[CH:13][CH:12]=[CH:11][C:10]=2[Cl:15])[C:7]([C:16]2[CH:21]=[CH:20][C:19]([S:22]([CH3:25])(=[O:24])=[O:23])=[CH:18][N:17]=2)=[N:6][N:5]=1.C(O[K])(C)(C)C.C(O)(=O)C.C(OCC)(=O)C. (8) Given the product [C:20]1([CH3:30])[CH:25]=[CH:24][C:23]([S:26]([O:13][CH2:14][P:1](=[O:8])([O:5][CH2:6][CH3:7])[O:2][CH2:3][CH3:4])(=[O:28])=[O:27])=[CH:22][CH:21]=1, predict the reactants needed to synthesize it. The reactants are: [P:1]([O-:8])([O:5][CH2:6][CH3:7])[O:2][CH2:3][CH3:4].C=O.P([O-])(OCC)([O:13][CH2:14]C)=O.[C:20]1([CH3:30])[CH:25]=[CH:24][C:23]([S:26](Cl)(=[O:28])=[O:27])=[CH:22][CH:21]=1. (9) Given the product [Br:22][C:11]1[C:10]2[C:14](=[CH:15][CH:16]=[CH:17][C:9]=2[N+:6]([O-:8])=[O:7])[NH:13][N:12]=1, predict the reactants needed to synthesize it. The reactants are: C([O-])(=O)C.[Na+].[N+:6]([C:9]1[CH:17]=[CH:16][CH:15]=[C:14]2[C:10]=1[CH:11]=[N:12][NH:13]2)([O-:8])=[O:7].C(Cl)(Cl)Cl.[Br:22]Br.